The task is: Binary Classification. Given a drug SMILES string, predict its activity (active/inactive) in a high-throughput screening assay against a specified biological target.. This data is from M1 muscarinic receptor agonist screen with 61,833 compounds. (1) The compound is O(c1c(OC)cc(NC(=O)Nc2cc(ccc2)C(=O)C)cc1OC)C. The result is 0 (inactive). (2) The molecule is s1c2CCCCCc2cc1CC(O)=O. The result is 0 (inactive). (3) The compound is O=C1N(CC(C1)c1ccccc1)CC(=O)Nc1ccccc1. The result is 0 (inactive). (4) The compound is Fc1c(Cn2nnc3c2ncnc3NCCc2ncccc2)cccc1. The result is 0 (inactive). (5) The compound is Fc1c(C2c3c(OC(N)=C2C#N)n(nc3C)c2ccccc2)ccc(F)c1. The result is 0 (inactive). (6) The drug is Brc1cc2c(N(CC2)C(=O)CC)c(S(=O)(=O)NCCN2CCOCC2)c1. The result is 0 (inactive). (7) The drug is Clc1c(NC(=O)c2c(F)c(F)c(F)c(F)c2F)cccc1. The result is 0 (inactive).